Dataset: Reaction yield outcomes from USPTO patents with 853,638 reactions. Task: Predict the reaction yield, written as a fraction of the theoretical maximum amount of product (1.0 means a 100% yield; for example, 0.34 means a 34% yield). (1) The reactants are Br[C:2]1[CH:3]=[N:4][CH:5]=[C:6]([Br:8])[CH:7]=1.C(N(CC)CC)C.[C:16]([C:18]1[CH:23]=[CH:22][C:21]([F:24])=[CH:20][CH:19]=1)#[CH:17]. The catalyst is C(#N)C.C(OCC)(=O)C.C1(C=CC=CC=1)[P](C1C=CC=CC=1)(C1C=CC=CC=1)[Pd][P](C1C=CC=CC=1)(C1C=CC=CC=1)C1C=CC=CC=1.[Cu]I. The product is [Br:8][C:6]1[CH:5]=[N:4][CH:3]=[C:2]([C:17]#[C:16][C:18]2[CH:23]=[CH:22][C:21]([F:24])=[CH:20][CH:19]=2)[CH:7]=1. The yield is 0.515. (2) The reactants are [OH-].[Na+].O.[CH2:4]([C:6]1[NH:7][CH:8]=[CH:9][CH:10]=1)[CH3:5].[Br:11][C:12]1[CH:17]=[CH:16][CH:15]=[CH:14][C:13]=1[C:18]1[CH:23]=[CH:22][C:21]([CH2:24]OS(C)(=O)=O)=[CH:20][CH:19]=1. The catalyst is S([O-])(O)(=O)=O.C([N+](CCCC)(CCCC)CCCC)CCC.C1(C)C=CC=CC=1. The product is [Br:11][C:12]1[CH:17]=[CH:16][CH:15]=[CH:14][C:13]=1[C:18]1[CH:19]=[CH:20][C:21]([CH2:24][N:7]2[CH:8]=[CH:9][CH:10]=[C:6]2[CH2:4][CH3:5])=[CH:22][CH:23]=1. The yield is 0.140. (3) The reactants are [CH3:1][N:2]([CH3:6])[CH2:3][CH2:4][OH:5].F[C:8]1[CH:13]=[C:12]([C:14]([F:17])([F:16])[F:15])[CH:11]=[C:10]([N+:18]([O-:20])=[O:19])[CH:9]=1.C([O-])([O-])=O.[K+].[K+]. The catalyst is CN(C=O)C. The product is [CH3:1][N:2]([CH3:6])[CH2:3][CH2:4][O:5][C:8]1[CH:13]=[C:12]([C:14]([F:16])([F:17])[F:15])[CH:11]=[C:10]([N+:18]([O-:20])=[O:19])[CH:9]=1. The yield is 0.282. (4) The reactants are [CH3:1][C:2]1[CH:6]=[C:5]([NH2:7])[O:4][N:3]=1.N1C=CC=CC=1.Cl[C:15]([O:17][CH2:18][C:19]([Cl:22])([Cl:21])[Cl:20])=[O:16].O. The catalyst is O1CCCC1. The product is [CH3:1][C:2]1[CH:6]=[C:5]([NH:7][C:15](=[O:16])[O:17][CH2:18][C:19]([Cl:22])([Cl:21])[Cl:20])[O:4][N:3]=1. The yield is 0.260. (5) The reactants are [O:1]=[C:2]1[NH:7][C:6]([NH:8][C:9]2[CH:14]=[CH:13][C:12]([N:15]3[CH2:20][CH2:19][CH2:18][CH2:17][CH2:16]3)=[CH:11][CH:10]=2)=[N:5][CH:4]=[C:3]1[C:21]([O:23]CC)=[O:22].[OH-].[Na+]. The catalyst is CO. The product is [O:1]=[C:2]1[NH:7][C:6]([NH:8][C:9]2[CH:14]=[CH:13][C:12]([N:15]3[CH2:16][CH2:17][CH2:18][CH2:19][CH2:20]3)=[CH:11][CH:10]=2)=[N:5][CH:4]=[C:3]1[C:21]([OH:23])=[O:22]. The yield is 0.600. (6) The reactants are [C:1]([Br:5])(Br)(Br)Br.C1(P(C2C=CC=CC=2)C2C=CC=CC=2)C=CC=CC=1.[C:25]([O:29][C:30]([C@@:32]1([CH2:47]CO)[CH:36]([F:37])[C:35](=[O:38])[N:34]([C@@H:39]([C:41]2[CH:46]=[CH:45][CH:44]=[CH:43][CH:42]=2)[CH3:40])[CH2:33]1)=[O:31])([CH3:28])([CH3:27])[CH3:26]. The catalyst is ClCCl. The product is [C:25]([O:29][C:30]([C@@:32]1([CH2:47][CH2:1][Br:5])[CH:36]([F:37])[C:35](=[O:38])[N:34]([C@@H:39]([C:41]2[CH:42]=[CH:43][CH:44]=[CH:45][CH:46]=2)[CH3:40])[CH2:33]1)=[O:31])([CH3:26])([CH3:27])[CH3:28]. The yield is 0.910.